Task: Predict the reactants needed to synthesize the given product.. Dataset: Retrosynthesis with 50K atom-mapped reactions and 10 reaction types from USPTO Given the product COCC(COC)Nc1cc(C#CC(C)(C)C)sc1C(=O)OC, predict the reactants needed to synthesize it. The reactants are: COC(=O)c1sc(C#CC(C)(C)C)cc1Br.COCC(N)COC.